This data is from Forward reaction prediction with 1.9M reactions from USPTO patents (1976-2016). The task is: Predict the product of the given reaction. (1) Given the reactants [Br:1][C:2]1[CH:3]=[C:4]([CH:7]=[CH:8][CH:9]=1)[CH:5]=[O:6].[CH2:10](O)[CH2:11][OH:12].C1(C)C=CC(S(O)(=O)=O)=CC=1, predict the reaction product. The product is: [Br:1][C:2]1[CH:3]=[C:4]([CH:5]2[O:12][CH2:11][CH2:10][O:6]2)[CH:7]=[CH:8][CH:9]=1. (2) Given the reactants [C:1]([C:4]1[CH:9]=[CH:8][C:7]([CH:10]([C:22]2[CH:27]=[CH:26][CH:25]=[CH:24][CH:23]=2)[C:11]([CH3:21])([CH3:20])[C:12]([NH:14][C:15]2[S:16][CH:17]=[CH:18][N:19]=2)=[O:13])=[CH:6][CH:5]=1)(=[O:3])[CH3:2].[BH4-].[Na+], predict the reaction product. The product is: [OH:3][CH:1]([C:4]1[CH:9]=[CH:8][C:7]([CH:10]([C:22]2[CH:23]=[CH:24][CH:25]=[CH:26][CH:27]=2)[C:11]([CH3:20])([CH3:21])[C:12]([NH:14][C:15]2[S:16][CH:17]=[CH:18][N:19]=2)=[O:13])=[CH:6][CH:5]=1)[CH3:2]. (3) Given the reactants [F:1][C:2]([F:18])([F:17])[C:3]1[CH:8]=[CH:7][C:6]([C:9]2[N:14]=[CH:13][C:12]([CH:15]=[O:16])=[CH:11][CH:10]=2)=[CH:5][CH:4]=1.[CH3:19][CH2:20][Mg+].[Br-], predict the reaction product. The product is: [F:18][C:2]([F:17])([F:1])[C:3]1[CH:4]=[CH:5][C:6]([C:9]2[N:14]=[CH:13][C:12]([CH:15]([OH:16])[CH2:19][CH3:20])=[CH:11][CH:10]=2)=[CH:7][CH:8]=1.[F:17][C:2]([F:1])([F:18])[C:3]1[CH:4]=[CH:5][C:6]([C:9]2[N:14]=[CH:13][C:12]([CH2:15][OH:16])=[CH:11][CH:10]=2)=[CH:7][CH:8]=1. (4) Given the reactants [N:1]1[CH:6]=[CH:5][CH:4]=[CH:3][C:2]=1[CH:7]=O.[CH3:9][CH:10]([CH3:19])[CH:11]([C:13]1[CH:18]=[CH:17][CH:16]=[CH:15][CH:14]=1)[NH2:12].O, predict the reaction product. The product is: [CH3:9][CH:10]([CH3:19])[CH:11]([C:13]1[CH:18]=[CH:17][CH:16]=[CH:15][CH:14]=1)/[N:12]=[CH:7]/[C:2]1[CH:3]=[CH:4][CH:5]=[CH:6][N:1]=1. (5) The product is: [O:27]1[C:28]2[CH:34]=[CH:33][CH:32]=[CH:31][C:29]=2[N:30]=[C:26]1[NH:1][CH2:2][C@H:3]1[C@H:9]([C:10]2[CH:15]=[CH:14][C:13]([Cl:16])=[C:12]([F:17])[CH:11]=2)[O:8][CH2:7][CH2:6][N:5]([C:18]([O:20][C:21]([CH3:24])([CH3:23])[CH3:22])=[O:19])[CH2:4]1. Given the reactants [NH2:1][CH2:2][C@H:3]1[C@H:9]([C:10]2[CH:15]=[CH:14][C:13]([Cl:16])=[C:12]([F:17])[CH:11]=2)[O:8][CH2:7][CH2:6][N:5]([C:18]([O:20][C:21]([CH3:24])([CH3:23])[CH3:22])=[O:19])[CH2:4]1.Cl[C:26]1[O:27][C:28]2[CH:34]=[CH:33][CH:32]=[CH:31][C:29]=2[N:30]=1.C(N(C(C)C)C(C)C)C, predict the reaction product. (6) Given the reactants [CH3:1][N:2]1[CH:7]=[CH:6][C:5]([C:8]([OH:10])=O)=[CH:4][C:3]1=[O:11].CCN=C=NCCCN(C)C.C1C=CC2N(O)N=NC=2C=1.Cl.[CH3:34][O:35][NH:36][CH3:37].CCN(CC)CC, predict the reaction product. The product is: [CH3:34][O:35][N:36]([CH3:37])[C:8]([C:5]1[CH:6]=[CH:7][N:2]([CH3:1])[C:3](=[O:11])[CH:4]=1)=[O:10]. (7) Given the reactants [NH2:1][CH:2]1[CH2:7][CH2:6][CH2:5][N:4]([C:8]([O:10][C:11]([CH3:14])([CH3:13])[CH3:12])=[O:9])[CH2:3]1.Cl[C:16]1[N:21]=[C:20]([NH:22][C:23](=[O:29])[O:24][C:25]([CH3:28])([CH3:27])[CH3:26])[C:19]([C:30](=[O:35])[C:31]([F:34])([F:33])[F:32])=[CH:18][CH:17]=1.C(N(C(C)C)CC)(C)C, predict the reaction product. The product is: [C:25]([O:24][C:23]([NH:22][C:20]1[N:21]=[C:16]([NH:1][CH:2]2[CH2:7][CH2:6][CH2:5][N:4]([C:8]([O:10][C:11]([CH3:14])([CH3:13])[CH3:12])=[O:9])[CH2:3]2)[CH:17]=[CH:18][C:19]=1[C:30](=[O:35])[C:31]([F:32])([F:33])[F:34])=[O:29])([CH3:28])([CH3:26])[CH3:27]. (8) Given the reactants O[C:2]1[CH:26]=[CH:25][C:5]([CH2:6][CH:7]2[C:16]3[C:11](=[CH:12][C:13]([O:17][CH3:18])=[CH:14][CH:15]=3)[CH2:10][CH2:9][N:8]2[C:19]2[CH:24]=[CH:23][CH:22]=[CH:21][CH:20]=2)=[CH:4][CH:3]=1.Cl.ClCC[N:31]1[CH2:36][CH2:35][CH2:34][CH2:33][CH2:32]1.[C:37](=[O:40])([O-])[O-].[K+].[K+].[Cl-].[NH4+].[CH3:45]N(C)C=O, predict the reaction product. The product is: [CH3:18][O:17][C:13]1[CH:12]=[C:11]2[C:16](=[CH:15][CH:14]=1)[CH:7]([CH2:6][C:5]1[CH:25]=[CH:26][C:2]([O:40][CH2:37][CH2:45][CH:36]3[CH2:35][CH2:34][CH2:33][CH2:32][NH:31]3)=[CH:3][CH:4]=1)[N:8]([C:19]1[CH:24]=[CH:23][CH:22]=[CH:21][CH:20]=1)[CH2:9][CH2:10]2.